From a dataset of NCI-60 drug combinations with 297,098 pairs across 59 cell lines. Regression. Given two drug SMILES strings and cell line genomic features, predict the synergy score measuring deviation from expected non-interaction effect. (1) Drug 1: CCCCCOC(=O)NC1=NC(=O)N(C=C1F)C2C(C(C(O2)C)O)O. Drug 2: C(CN)CNCCSP(=O)(O)O. Cell line: EKVX. Synergy scores: CSS=-3.04, Synergy_ZIP=4.06, Synergy_Bliss=3.14, Synergy_Loewe=-0.868, Synergy_HSA=-2.18. (2) Drug 1: CC1=CC2C(CCC3(C2CCC3(C(=O)C)OC(=O)C)C)C4(C1=CC(=O)CC4)C. Drug 2: CN(C)C1=NC(=NC(=N1)N(C)C)N(C)C. Cell line: SF-268. Synergy scores: CSS=-7.52, Synergy_ZIP=4.43, Synergy_Bliss=5.55, Synergy_Loewe=-1.77, Synergy_HSA=-1.70. (3) Drug 2: CN1C(=O)N2C=NC(=C2N=N1)C(=O)N. Synergy scores: CSS=3.85, Synergy_ZIP=-2.86, Synergy_Bliss=8.03, Synergy_Loewe=-0.0942, Synergy_HSA=-0.195. Cell line: HT29. Drug 1: C1C(C(OC1N2C=NC3=C(N=C(N=C32)Cl)N)CO)O.